This data is from Forward reaction prediction with 1.9M reactions from USPTO patents (1976-2016). The task is: Predict the product of the given reaction. Given the reactants O=[C:2]1[CH2:7][CH2:6][N:5]([C:8]([O:10][C:11]([CH3:14])([CH3:13])[CH3:12])=[O:9])[CH2:4][CH:3]1[C:15]([CH:17]1[CH2:21][CH2:20][O:19][CH2:18]1)=O.[NH2:22][NH2:23].O, predict the reaction product. The product is: [O:19]1[CH2:20][CH2:21][CH:17]([C:15]2[C:3]3[CH2:4][N:5]([C:8]([O:10][C:11]([CH3:14])([CH3:13])[CH3:12])=[O:9])[CH2:6][CH2:7][C:2]=3[NH:23][N:22]=2)[CH2:18]1.